From a dataset of Reaction yield outcomes from USPTO patents with 853,638 reactions. Predict the reaction yield, written as a fraction of the theoretical maximum amount of product (1.0 means a 100% yield; for example, 0.34 means a 34% yield). (1) The reactants are [F:1][C:2]([F:13])([F:12])[O:3][C:4]1[CH:5]=[C:6]([CH:9]=[CH:10][CH:11]=1)[CH2:7]Br.[Cl:14][C:15]1[N:20]=[C:19](Cl)[CH:18]=[CH:17][N:16]=1. The yield is 0.750. The product is [Cl:14][C:15]1[N:20]=[C:19]([CH2:7][C:6]2[CH:9]=[CH:10][CH:11]=[C:4]([O:3][C:2]([F:13])([F:12])[F:1])[CH:5]=2)[CH:18]=[CH:17][N:16]=1. No catalyst specified. (2) The catalyst is C(Cl)Cl. The product is [N:30]1([CH:11]2[CH2:12][CH2:13][CH2:14][NH:9][CH2:10]2)[CH2:35][CH2:34][NH:33][CH2:32][CH2:31]1. The yield is 0.970. The reactants are Cl.C([N:9]1[CH2:14][CH2:13][CH2:12][C:11](=O)[CH2:10]1)C1C=CC=CC=1.C(N(CC)CC)C.C(OC([N:30]1[CH2:35][CH2:34][NH:33][CH2:32][CH2:31]1)=O)(C)(C)C.[Na]. (3) The catalyst is ClCCl.CN(C=O)C. The reactants are [Cl:1][C:2]1[CH:10]=[CH:9][C:5]([C:6]([OH:8])=O)=[C:4]([N+:11]([O-:13])=[O:12])[CH:3]=1.C(Cl)(=O)C(Cl)=O.N1C=CC=CC=1.[NH2:26][C:27]1[CH:32]=[CH:31][C:30]([Cl:33])=[CH:29][N:28]=1. The yield is 0.740. The product is [Cl:1][C:2]1[CH:10]=[CH:9][C:5]([C:6]([NH:26][C:27]2[CH:32]=[CH:31][C:30]([Cl:33])=[CH:29][N:28]=2)=[O:8])=[C:4]([N+:11]([O-:13])=[O:12])[CH:3]=1. (4) The reactants are Br[C:2]1[CH:3]=[C:4]([N:13]([C@H:16]2[CH2:21][CH2:20][C@H:19]([N:22]([C:24]([O:26][C:27]([CH3:30])([CH3:29])[CH3:28])=[O:25])[CH3:23])[CH2:18][CH2:17]2)[CH2:14][CH3:15])[C:5]([CH3:12])=[C:6]([CH:11]=1)[C:7]([O:9][CH3:10])=[O:8].C(NC(C)C)(C)C.[CH2:38]([OH:41])[C:39]#[CH:40]. The catalyst is C1(C)C=CC=CC=1.[Cu]I.Cl[Pd](Cl)([P](C1C=CC=CC=1)(C1C=CC=CC=1)C1C=CC=CC=1)[P](C1C=CC=CC=1)(C1C=CC=CC=1)C1C=CC=CC=1.C1C=CC(P(C2C=CC=CC=2)C2C=CC=CC=2)=CC=1. The product is [C:27]([O:26][C:24]([N:22]([CH3:23])[C@H:19]1[CH2:20][CH2:21][C@H:16]([N:13]([CH2:14][CH3:15])[C:4]2[C:5]([CH3:12])=[C:6]([CH:11]=[C:2]([C:40]#[C:39][CH2:38][OH:41])[CH:3]=2)[C:7]([O:9][CH3:10])=[O:8])[CH2:17][CH2:18]1)=[O:25])([CH3:28])([CH3:29])[CH3:30]. The yield is 0.632. (5) The reactants are [NH2:1][C:2]1[CH:7]=[CH:6][C:5]([C:8]2[CH2:9][C@H:10]3[C:16](=O)[N:15](COCC[Si](C)(C)C)[C:14]4[CH:26]=[C:27]([O:32][CH2:33][CH2:34][CH2:35][O:36][C:37]5[C:38]([O:64][CH3:65])=[CH:39][C:40]6[C:46](=[O:47])[N:45]7[CH:48]=[C:49]([CH:51]8[CH2:53][CH2:52]8)[CH2:50][C@H:44]7[C:43](=O)[N:42](COCC[Si](C)(C)C)[C:41]=6[CH:63]=5)[C:28]([O:30][CH3:31])=[CH:29][C:13]=4[C:12](=[O:66])[N:11]3[CH:67]=2)=[CH:4][CH:3]=1.[Li+].[B-](CC)(CC)CC. The catalyst is C1COCC1. The product is [NH2:1][C:2]1[CH:3]=[CH:4][C:5]([C:8]2[CH2:9][C@H:10]3[CH:16]=[N:15][C:14]4[CH:26]=[C:27]([O:32][CH2:33][CH2:34][CH2:35][O:36][C:37]5[C:38]([O:64][CH3:65])=[CH:39][C:40]6[C:46](=[O:47])[N:45]7[CH:48]=[C:49]([CH:51]8[CH2:53][CH2:52]8)[CH2:50][C@H:44]7[CH:43]=[N:42][C:41]=6[CH:63]=5)[C:28]([O:30][CH3:31])=[CH:29][C:13]=4[C:12](=[O:66])[N:11]3[CH:67]=2)=[CH:6][CH:7]=1. The yield is 0.660. (6) The reactants are [CH3:1][O:2][C:3]1[C:8]([O:9][CH3:10])=[C:7]([O:11][CH3:12])[CH:6]=[C:5]([CH3:13])[C:4]=1[CH:14]([C:16]1[C:17]([O:24][CH3:25])=[N:18][CH:19]=[C:20]([Cl:23])[C:21]=1[Cl:22])[OH:15]. The catalyst is C1(C)C=CC=CC=1.[O-2].[O-2].[Mn+4]. The product is [CH3:1][O:2][C:3]1[C:8]([O:9][CH3:10])=[C:7]([O:11][CH3:12])[CH:6]=[C:5]([CH3:13])[C:4]=1[C:14]([C:16]1[C:17]([O:24][CH3:25])=[N:18][CH:19]=[C:20]([Cl:23])[C:21]=1[Cl:22])=[O:15]. The yield is 0.650.